Dataset: Retrosynthesis with 50K atom-mapped reactions and 10 reaction types from USPTO. Task: Predict the reactants needed to synthesize the given product. (1) Given the product COc1cc2ncnc(Nc3cccc(Cl)c3F)c2cc1OC1CCN(S(=O)(=O)CCCN(C)C)CC1, predict the reactants needed to synthesize it. The reactants are: CNC.COc1cc2ncnc(Nc3cccc(Cl)c3F)c2cc1OC1CCN(S(=O)(=O)CCCCl)CC1. (2) Given the product Cc1cc(Cl)ncc1C1=C(OC(=O)C(C)(C)C)c2ncccc2CS1(=O)=O, predict the reactants needed to synthesize it. The reactants are: CC(C)(C)C(=O)Cl.Cc1cc(Cl)ncc1C1=C(O)c2ncccc2CS1(=O)=O. (3) Given the product Cc1ccc(S(=O)(=O)OCC2COc3c(F)cc(F)cc3O2)cc1, predict the reactants needed to synthesize it. The reactants are: Cc1ccc(S(=O)(=O)Cl)cc1.OCC1COc2c(F)cc(F)cc2O1. (4) Given the product Fc1cc(Cc2ccccn2)ccc1Br, predict the reactants needed to synthesize it. The reactants are: Fc1cc(C(Cl)c2ccccn2)ccc1Br. (5) Given the product FC(F)(F)c1ccc(C(c2ccccc2)N2CCN(c3ccc4nnc(C(F)(F)F)n4n3)CC2)cc1, predict the reactants needed to synthesize it. The reactants are: FC(F)(F)c1ccc(C(c2ccccc2)N2CCNCC2)cc1.FC(F)(F)c1nnc2ccc(Cl)nn12. (6) Given the product CN(Cc1ccc(C(=O)O)c(-c2ccccc2)c1)C(=O)OC(C)(C)C, predict the reactants needed to synthesize it. The reactants are: COC(=O)c1ccc(CN(C)C(=O)OC(C)(C)C)cc1-c1ccccc1. (7) Given the product COCc1ccc(OC)c(Br)c1OC, predict the reactants needed to synthesize it. The reactants are: CI.COCc1ccc(OC)c(Br)c1O. (8) Given the product COc1cc(N2C(=O)C(C)(C)C(=O)C2C)ccc1C#N, predict the reactants needed to synthesize it. The reactants are: CC1NC(=O)C(C)(C)C1=O.COc1cc(I)ccc1C#N. (9) Given the product O=C(c1ccccc1)c1cn(-c2cccc(-c3ccccc3)c2)cn1, predict the reactants needed to synthesize it. The reactants are: O=C(c1ccccc1)c1cn(-c2cccc(Br)c2)cn1.OB(O)c1ccccc1. (10) Given the product CC1(C)NC(=O)c2ccc(O)cc21, predict the reactants needed to synthesize it. The reactants are: COc1ccc2c(c1)C(C)(C)NC2=O.